This data is from Reaction yield outcomes from USPTO patents with 853,638 reactions. The task is: Predict the reaction yield, written as a fraction of the theoretical maximum amount of product (1.0 means a 100% yield; for example, 0.34 means a 34% yield). (1) The reactants are C(Cl)(=O)C(Cl)=O.CS(C)=O.[F:11][C:12]1[CH:13]=[C:14]([CH2:21][OH:22])[C:15]([CH2:19][OH:20])=[CH:16][C:17]=1[F:18].C(N(CC)CC)C. The catalyst is ClCCl.ClCCl.CS(C)=O. The product is [F:11][C:12]1[CH:13]=[C:14]([CH:21]=[O:22])[C:15](=[CH:16][C:17]=1[F:18])[CH:19]=[O:20]. The yield is 0.850. (2) The reactants are [CH2:1]1[CH:6]2[CH2:7][C:8]3([NH2:11])[CH2:10][CH:4]([CH2:5]2)[CH2:3][CH:2]1[CH2:9]3.[C:12]1([C:18]2[N:23]=[CH:22][C:21]([CH:24]=O)=[CH:20][N:19]=2)[CH:17]=[CH:16][CH:15]=[CH:14][CH:13]=1. No catalyst specified. The product is [C:12]1([C:18]2[N:19]=[CH:20][C:21]([CH2:24][NH:11][C:8]34[CH2:10][CH:4]5[CH2:5][CH:6]([CH2:1][CH:2]([CH2:3]5)[CH2:9]3)[CH2:7]4)=[CH:22][N:23]=2)[CH:13]=[CH:14][CH:15]=[CH:16][CH:17]=1. The yield is 0.850. (3) The reactants are [CH3:1][S:2]([O:5][C@H:6]([CH3:30])[CH2:7][N:8]([C:20]([O:22][CH2:23][C:24]1[CH:29]=[CH:28][CH:27]=[CH:26][CH:25]=1)=[O:21])[CH2:9][C@@H:10]([NH:12]C(OC(C)(C)C)=O)[CH3:11])(=[O:4])=[O:3].C(O)(C(F)(F)F)=O.ClC(Cl)C. The catalyst is ClCCl. The product is [CH3:1][S:2]([O:5][C@H:6]([CH3:30])[CH2:7][N:8]([CH2:9][C@@H:10]([NH2:12])[CH3:11])[C:20]([O:22][CH2:23][C:24]1[CH:29]=[CH:28][CH:27]=[CH:26][CH:25]=1)=[O:21])(=[O:4])=[O:3]. The yield is 1.00. (4) The reactants are [CH2:1]([O:8][C:9](=[O:26])[CH:10]([NH:18][C:19]([O:21][C:22]([CH3:25])([CH3:24])[CH3:23])=[O:20])[CH2:11][C:12](N(OC)C)=[O:13])[C:2]1[CH:7]=[CH:6][CH:5]=[CH:4][CH:3]=1.CC(C[AlH]CC(C)C)C. The catalyst is C1COCC1. The product is [CH2:1]([O:8][C:9](=[O:26])[CH:10]([NH:18][C:19]([O:21][C:22]([CH3:24])([CH3:23])[CH3:25])=[O:20])[CH2:11][CH:12]=[O:13])[C:2]1[CH:7]=[CH:6][CH:5]=[CH:4][CH:3]=1. The yield is 1.00.